From a dataset of Full USPTO retrosynthesis dataset with 1.9M reactions from patents (1976-2016). Predict the reactants needed to synthesize the given product. (1) Given the product [F:11][C:3]1[CH:4]=[CH:5][C:6]([C:8]([OH:10])=[O:9])=[N:7][C:2]=1[C:20]1[CH2:29][CH2:28][C:23]2([O:27][CH2:26][CH2:25][O:24]2)[CH2:22][CH:21]=1, predict the reactants needed to synthesize it. The reactants are: Br[C:2]1[N:7]=[C:6]([C:8]([OH:10])=[O:9])[CH:5]=[CH:4][C:3]=1[F:11].CC1(C)C(C)(C)OB([C:20]2[CH2:29][CH2:28][C:23]3([O:27][CH2:26][CH2:25][O:24]3)[CH2:22][CH:21]=2)O1. (2) Given the product [CH3:28][C:23]1([OH:26])[CH2:22][CH2:21][CH:20]([NH:19][C:16]2[CH:17]=[CH:18][C:13]3[N:14]([C:10]([C:7]4[CH:8]=[CH:9][N:4]=[CH:5][CH:6]=4)=[CH:11][N:12]=3)[N:15]=2)[CH2:25][CH2:24]1, predict the reactants needed to synthesize it. The reactants are: C[Mg]Br.[N:4]1[CH:9]=[CH:8][C:7]([C:10]2[N:14]3[N:15]=[C:16]([NH:19][CH:20]4[CH2:25][CH2:24][C:23](=[O:26])[CH2:22][CH2:21]4)[CH:17]=[CH:18][C:13]3=[N:12][CH:11]=2)=[CH:6][CH:5]=1.Cl.[C:28]([O-])(O)=O.[Na+]. (3) Given the product [Br:24][C:21]1[CH:22]=[CH:23][C:18]([CH:6]([CH2:7][C:8]([OH:10])=[O:9])[CH2:5][C:4]([OH:30])=[O:3])=[CH:19][CH:20]=1, predict the reactants needed to synthesize it. The reactants are: C([O:3][C:4](=[O:30])[CH:5](C(OCC)=O)[CH:6]([C:18]1[CH:23]=[CH:22][C:21]([Br:24])=[CH:20][CH:19]=1)[CH:7](C(OCC)=O)[C:8]([O:10]CC)=[O:9])C. (4) Given the product [CH3:13][C:2]1([CH3:1])[O:3][C:4](=[O:12])[CH:5]([C:9]([CH3:10])([CH3:11])[C:14]#[N:15])[C:6](=[O:8])[O:7]1, predict the reactants needed to synthesize it. The reactants are: [CH3:1][C:2]1([CH3:13])[O:7][C:6](=[O:8])[C:5](=[C:9]([CH3:11])[CH3:10])[C:4](=[O:12])[O:3]1.[C-:14]#[N:15].[K+].